Dataset: Blood-brain barrier permeability classification from the B3DB database. Task: Regression/Classification. Given a drug SMILES string, predict its absorption, distribution, metabolism, or excretion properties. Task type varies by dataset: regression for continuous measurements (e.g., permeability, clearance, half-life) or binary classification for categorical outcomes (e.g., BBB penetration, CYP inhibition). Dataset: b3db_classification. The compound is COC(=O)C[C@H](c1cc(OC)c(OC)cc1OC)c1c(O)cc(C)oc1=O. The result is 1 (penetrates BBB).